From a dataset of Full USPTO retrosynthesis dataset with 1.9M reactions from patents (1976-2016). Predict the reactants needed to synthesize the given product. Given the product [F:30][C:2]([F:1])([F:29])[C:3]1[N:8]=[CH:7][C:6]([CH:9]2[C:18]3[C:13](=[CH:14][CH:15]=[CH:16][CH:17]=3)[CH2:12][CH2:11][NH:10]2)=[CH:5][CH:4]=1, predict the reactants needed to synthesize it. The reactants are: [F:1][C:2]([F:30])([F:29])[C:3]1[N:8]=[CH:7][C:6]([CH:9]2[C:18]3[C:13](=[CH:14][CH:15]=[CH:16][CH:17]=3)[CH2:12][CH2:11][N:10]2C(OCC2C=CC=CC=2)=O)=[CH:5][CH:4]=1.